Task: Predict the reactants needed to synthesize the given product.. Dataset: Retrosynthesis with 50K atom-mapped reactions and 10 reaction types from USPTO (1) Given the product Cc1ccc(C(=O)C2CCN(C(=O)c3ccc(NS(C)(=O)=O)cc3)CC2)cc1, predict the reactants needed to synthesize it. The reactants are: CS(=O)(=O)Nc1ccc(C(=O)O)cc1.Cc1ccc(C(=O)C2CCNCC2)cc1. (2) Given the product O=C(c1cc2ncc(Br)cn2n1)N1CC=C(c2ccccc2[N+](=O)[O-])CC1, predict the reactants needed to synthesize it. The reactants are: O=C(O)c1cc2ncc(Br)cn2n1.O=[N+]([O-])c1ccccc1C1=CCNCC1. (3) Given the product COc1ccc(COc2ccc(C=O)cc2O)cc1, predict the reactants needed to synthesize it. The reactants are: COc1ccc(CCl)cc1.O=Cc1ccc(O)c(O)c1. (4) Given the product COc1nc(C)cnc1NS(=O)(=O)c1cccc(Cl)c1C, predict the reactants needed to synthesize it. The reactants are: COc1nc(C)cnc1N.Cc1c(Cl)cccc1S(=O)(=O)Cl. (5) Given the product CCOC(=O)CC(N)CC(=O)OCC, predict the reactants needed to synthesize it. The reactants are: CCOC(=O)C=C(N)CC(=O)OCC. (6) The reactants are: COc1ccc(N2CCOCC2)c2sc(C(=O)NC3CCN(C(=O)OC(C)(C)C)CCC3O)nc12. Given the product COc1ccc(N2CCOCC2)c2sc(C(=O)NC3CCN(C(=O)OC(C)(C)C)CCC3=O)nc12, predict the reactants needed to synthesize it. (7) Given the product OCc1ccc(Sc2ccc(Cl)c(Cl)c2)cc1Br, predict the reactants needed to synthesize it. The reactants are: O=Cc1ccc(Sc2ccc(Cl)c(Cl)c2)cc1Br. (8) Given the product O=C1CCNc2cc(O)ccc21, predict the reactants needed to synthesize it. The reactants are: COc1ccc2c(c1)NCCC2=O.